Dataset: Experimentally validated miRNA-target interactions with 360,000+ pairs, plus equal number of negative samples. Task: Binary Classification. Given a miRNA mature sequence and a target amino acid sequence, predict their likelihood of interaction. (1) The miRNA is hsa-miR-6076 with sequence AGCAUGACAGAGGAGAGGUGG. The protein sequence of the target gene is MACWPQLRLLLWKNLTFRRRQTCQLLLEVAWPLFIFLILISVRLSYPPYEQHECHFPNKAMPSAGTLPWVQGIICNANNPCFRYPTPGEAPGVVGNFNKSIVARLFSDARRLLLYSQKDTSMKDMRKVLRTLQQIKKSSSNLKLQDFLVDNETFSGFLYHNLSLPKSTVDKMLRADVILHKVFLQGYQLHLTSLCNGSKSEEMIQLGDQEVSELCGLPREKLAAAERVLRSNMDILKPILRTLNSTSPFPSKELAEATKTLLHSLGTLAQELFSMRSWSDMRQEVMFLTNVNSSSSSTQI.... Result: 0 (no interaction). (2) The miRNA is mmu-miR-370-3p with sequence GCCUGCUGGGGUGGAACCUGGU. The protein sequence of the target gene is MQDEERYMTLNVQSKKRSSAQTSQLTFKDYSVTLHWYKILLGISGTVNGILTLTLISLILLVSQGVLLKCQKGSCSNATQYEDTGDLKVNNGTRRNISNKDLCASRSADQTVLCQSEWLKYQGKCYWFSNEMKSWSDSYVYCLERKSHLLIIHDQLEMAFIQKNLRQLNYVWIGLNFTSLKMTWTWVDGSPIDSKIFFIKGPAKENSCAAIKESKIFSETCSSVFKWICQY. Result: 0 (no interaction). (3) The miRNA is hsa-miR-889-3p with sequence UUAAUAUCGGACAACCAUUGU. The protein sequence of the target gene is MHGHRAPGGAGPSEPEHPATNPPGAAPPACADSDPGASEPGLLARRGSGSALGGPLDPQFVGPSDTSLGAAPGHRVLPCGPSPQHHRALRFSYHLEGSQPRPGLHQGNRILVKSLSLDPGQSLEPHPEGPQRLRSDPGPPTETPSQRPSPLKRAPGPKPQVPPKPSYLQMPRMPPPLEPIPPPPSRPLPADPRVAKGLAPRAEASPSSAAVSSLIEKFEREPVIVASDRPVPGPSPGPPEPVMLPQPTSQPPVPQLPEGEASRCLFLLAPGPRDGEKVPNRDSGIDSISSPSNSEETCFV.... Result: 0 (no interaction). (4) The miRNA is hsa-miR-4494 with sequence CCAGACUGUGGCUGACCAGAGG. The protein sequence of the target gene is MESLRGYTHSDIGYRSLAVGEDIEEVNDEKLTVTSLMARGGEDEENTRSKPEYGTEAENNVGTEGSVPSDDQDREGGGGHEPEQQQEEPPLTKPEQQQEEPPLLELKQEQEEPPQTTVEGPQPAEGPQTAEGPQPPERKRRRRTAFTQFQLQELENFFDESQYPDVVARERLAARLNLTEDRVQVWFQNRRAKWKRNQRVLMLRNTATADLAHPLDMFLGGAYYAAPALDPALCVHLVPQLPRPPVLPVPPMPPRPPMVPMPPRPPIAPMPPMAPVPPGSRMAPVPPGPRMAPVPPWPPM.... Result: 0 (no interaction). (5) The miRNA is hsa-miR-3150b-3p with sequence UGAGGAGAUCGUCGAGGUUGG. The protein sequence of the target gene is MVPVENTEGPSLLNQKGTAVETEGSGSRHPPWARGCGMFTFLSSVTAAVSGLLVGYELGIISGALLQIKTLLALSCHEQEMVVSSLVIGALLASLTGGVLIDRYGRRTAIILSSCLLGLGSLVLILSLSYTVLIVGRIAIGVSISLSSIATCVYIAEIAPQHRRGLLVSLNELMIVIGILSAYISNYAFANVFHGWKYMFGLVIPLGVLQAIAMYFLPPSPRFLVMKGQEGAASKVLGRLRALSDTTEELTVIKSSLKDEYQYSFWDLFRSKDNMRTRIMIGLTLVFFVQITGQPNILFY.... Result: 0 (no interaction).